Dataset: Forward reaction prediction with 1.9M reactions from USPTO patents (1976-2016). Task: Predict the product of the given reaction. (1) The product is: [O:10]1[CH:15]=[CH:14][CH2:13][CH2:12][CH:11]1[CH:16]1[N:9]([CH2:8][CH2:7][CH2:6][N:1]2[CH:5]=[CH:4][N:3]=[CH:2]2)[C:21](=[O:20])[C:22]([OH:31])=[C:23]1[C:24]1[CH:25]=[CH:26][C:27]([OH:30])=[CH:28][CH:29]=1. Given the reactants [N:1]1([CH2:6][CH2:7][CH2:8][NH2:9])[CH:5]=[CH:4][N:3]=[CH:2]1.[O:10]1[CH:15]=[CH:14][CH2:13][CH2:12][CH:11]1[CH:16]=O.C([O:20][C:21](=O)[C:22](=[O:31])[CH2:23][C:24]1[CH:29]=[CH:28][C:27]([OH:30])=[CH:26][CH:25]=1)C, predict the reaction product. (2) Given the reactants [CH3:1][N:2]1[CH2:7][CH2:6][C:5](=[O:8])[CH2:4][CH2:3]1.[Br:9][CH2:10][C:11]1[CH:16]=[CH:15][CH:14]=[CH:13][CH:12]=1, predict the reaction product. The product is: [Br-:9].[CH2:10]([N+:2]1([CH3:1])[CH2:7][CH2:6][C:5](=[O:8])[CH2:4][CH2:3]1)[C:11]1[CH:16]=[CH:15][CH:14]=[CH:13][CH:12]=1.